This data is from Full USPTO retrosynthesis dataset with 1.9M reactions from patents (1976-2016). The task is: Predict the reactants needed to synthesize the given product. (1) Given the product [ClH:47].[ClH:47].[Cl:47][C:44]1[CH:45]=[CH:46][C:41]([C@@H:28]([CH2:29][NH:30][CH:31]([CH3:33])[CH3:32])[C:27]([N:23]2[CH2:24][CH2:25][CH2:26][N:20]([C:19]3[C:14]4[C@H:13]([CH3:49])[CH2:12][C@@H:11]([OH:10])[C:15]=4[N:16]=[CH:17][N:18]=3)[CH2:21][CH2:22]2)=[O:48])=[CH:42][CH:43]=1, predict the reactants needed to synthesize it. The reactants are: [N+](C1C=CC(C([O:10][C@H:11]2[C:15]3[N:16]=[CH:17][N:18]=[C:19]([N:20]4[CH2:26][CH2:25][CH2:24][N:23]([C:27](=[O:48])[C@@H:28]([C:41]5[CH:46]=[CH:45][C:44]([Cl:47])=[CH:43][CH:42]=5)[CH2:29][N:30](C(OC(C)(C)C)=O)[CH:31]([CH3:33])[CH3:32])[CH2:22][CH2:21]4)[C:14]=3[C@H:13]([CH3:49])[CH2:12]2)=O)=CC=1)([O-])=O.[OH-].[Li+]. (2) Given the product [Cl:1][C:2]1[CH:10]=[C:9]2[C:5]([CH:6]([CH:13]3[CH2:18][CH2:17][CH2:16][CH2:15][CH2:14]3)[C:7](=[O:11])[NH:8]2)=[CH:4][CH:3]=1, predict the reactants needed to synthesize it. The reactants are: [Cl:1][C:2]1[CH:10]=[C:9]2[C:5]([C:6]([CH:13]3[CH2:18][CH2:17][CH2:16][CH2:15][CH2:14]3)(O)[C:7](=[O:11])[NH:8]2)=[CH:4][CH:3]=1.C([SiH](CC)CC)C.FC(F)(F)C(O)=O.C(=O)([O-])[O-].[K+].[K+]. (3) Given the product [NH2:1][C:4]1[CH:39]=[CH:38][CH:37]=[CH:36][C:5]=1[C:6]([NH:8][C:9]1[CH:35]=[CH:34][CH:33]=[CH:32][C:10]=1[C:11]([NH:13][C:14]1[CH:31]=[CH:30][CH:29]=[CH:28][C:15]=1[C:16]([NH:18][C:19]1[CH:27]=[CH:26][CH:25]=[CH:24][C:20]=1[C:21]([OH:23])=[O:22])=[O:17])=[O:12])=[O:7].[NH2:18][C:19]1[CH:27]=[CH:26][CH:25]=[CH:24][C:20]=1[C:21]([OH:23])=[O:22], predict the reactants needed to synthesize it. The reactants are: [N+:1]([C:4]1[CH:39]=[CH:38][CH:37]=[CH:36][C:5]=1[C:6]([NH:8][C:9]1[CH:35]=[CH:34][CH:33]=[CH:32][C:10]=1[C:11]([NH:13][C:14]1[CH:31]=[CH:30][CH:29]=[CH:28][C:15]=1[C:16]([NH:18][C:19]1[CH:27]=[CH:26][CH:25]=[CH:24][C:20]=1[C:21]([OH:23])=[O:22])=[O:17])=[O:12])=[O:7])([O-])=O.